From a dataset of Full USPTO retrosynthesis dataset with 1.9M reactions from patents (1976-2016). Predict the reactants needed to synthesize the given product. (1) The reactants are: [BH4-].[Na+].[CH3:3][O:4][C:5]1[CH:19]=[CH:18][C:8]([O:9][C:10]2[CH:11]=[C:12]([CH:15]=[CH:16][CH:17]=2)[CH:13]=[O:14])=[CH:7][CH:6]=1. Given the product [CH3:3][O:4][C:5]1[CH:19]=[CH:18][C:8]([O:9][C:10]2[CH:11]=[C:12]([CH:15]=[CH:16][CH:17]=2)[CH2:13][OH:14])=[CH:7][CH:6]=1, predict the reactants needed to synthesize it. (2) The reactants are: [CH3:1][C:2]1[C:7]([O:8][C:9]2[C:10]([NH:22][C:23]3[S:27][N:26]=[C:25]([CH:28]4[CH2:32][O:31]C5(CCCCC5)[O:29]4)[N:24]=3)=[N:11][CH:12]=[C:13]([S:15][C:16]3[CH:21]=[CH:20][CH:19]=[CH:18][N:17]=3)[CH:14]=2)=[C:6]([CH3:38])[CH:5]=[CH:4][N:3]=1.[ClH:39].CCOCC. Given the product [ClH:39].[CH3:1][C:2]1[C:7]([O:8][C:9]2[C:10]([NH:22][C:23]3[S:27][N:26]=[C:25]([C@H:28]([OH:29])[CH2:32][OH:31])[N:24]=3)=[N:11][CH:12]=[C:13]([S:15][C:16]3[CH:21]=[CH:20][CH:19]=[CH:18][N:17]=3)[CH:14]=2)=[C:6]([CH3:38])[CH:5]=[CH:4][N:3]=1, predict the reactants needed to synthesize it. (3) Given the product [N:8]1[C:9]2[C:4](=[CH:3][C:2]([C:12](=[O:14])[CH3:13])=[CH:11][CH:10]=2)[N:5]=[CH:6][CH:7]=1, predict the reactants needed to synthesize it. The reactants are: Br[C:2]1[CH:3]=[C:4]2[C:9](=[CH:10][CH:11]=1)[N:8]=[CH:7][CH:6]=[N:5]2.[CH2:12]([O:14]C([Sn](CCCC)(CCCC)CCCC)=C)[CH3:13].F[B-](F)(F)F.C([PH+](C(C)(C)C)C(C)(C)C)(C)(C)C. (4) The reactants are: C([N-]C(C)C)(C)C.[Li+].[N:9]1[CH:14]=[CH:13][CH:12]=[CH:11][C:10]=1[CH3:15].[P:16](Cl)([O:21]CC)([O:18]CC)=[O:17]. Given the product [P:16]([CH2:15][C:10]1[CH:11]=[CH:12][CH:13]=[CH:14][N:9]=1)([OH:21])([OH:18])=[O:17], predict the reactants needed to synthesize it. (5) Given the product [C:27]([CH2:26][NH:25][C:4]([C:6]1[CH:10]=[C:9]([C:11]2[C:19]3[C:14](=[N:15][CH:16]=[CH:17][CH:18]=3)[NH:13][N:12]=2)[NH:8][CH:7]=1)=[O:5])(=[O:28])[NH2:29], predict the reactants needed to synthesize it. The reactants are: C(O[C:4]([C:6]1[CH:10]=[C:9]([C:11]2[C:19]3[C:14](=[N:15][CH:16]=[CH:17][CH:18]=3)[NH:13][N:12]=2)[NH:8][CH:7]=1)=[O:5])C.S(Cl)(Cl)=O.Cl.[NH2:25][CH2:26][C:27]([NH2:29])=[O:28].